Dataset: Reaction yield outcomes from USPTO patents with 853,638 reactions. Task: Predict the reaction yield, written as a fraction of the theoretical maximum amount of product (1.0 means a 100% yield; for example, 0.34 means a 34% yield). (1) The reactants are [NH2:1][C:2]1[CH:16]=[CH:15][C:5]2[C:6](=[O:14])[NH:7][C:8]3[C:13]([C:4]=2[CH:3]=1)=[CH:12][CH:11]=[CH:10][N:9]=3.Br[CH2:18][C:19]1[CH:20]=[C:21]([CH:24]=[CH:25][CH:26]=1)[C:22]#[N:23]. No catalyst specified. The product is [O:14]=[C:6]1[C:5]2[CH:15]=[CH:16][C:2]([NH:1][CH2:18][C:19]3[CH:20]=[C:21]([CH:24]=[CH:25][CH:26]=3)[C:22]#[N:23])=[CH:3][C:4]=2[C:13]2[C:8](=[N:9][CH:10]=[CH:11][CH:12]=2)[NH:7]1. The yield is 0.160. (2) The reactants are [O:1]1[CH:5]=[CH:4][CH:3]=[C:2]1[CH2:6][N:7]1[C:11]2=[N:12][CH:13]=[CH:14][CH:15]=[C:10]2[C:9]([CH:16]2[CH2:21][CH2:20][NH:19][CH2:18][CH2:17]2)=[CH:8]1.C[O:23][C:24](=[O:37])[C:25]1[CH:30]=[CH:29][C:28]([O:31][CH3:32])=[CH:27][C:26]=1[O:33][CH2:34][CH2:35]Cl. No catalyst specified. The product is [O:1]1[CH:5]=[CH:4][CH:3]=[C:2]1[CH2:6][N:7]1[C:11]2=[N:12][CH:13]=[CH:14][CH:15]=[C:10]2[C:9]([CH:16]2[CH2:21][CH2:20][N:19]([CH2:35][CH2:34][O:33][C:26]3[CH:27]=[C:28]([O:31][CH3:32])[CH:29]=[CH:30][C:25]=3[C:24]([OH:37])=[O:23])[CH2:18][CH2:17]2)=[CH:8]1. The yield is 0.360.